This data is from Forward reaction prediction with 1.9M reactions from USPTO patents (1976-2016). The task is: Predict the product of the given reaction. (1) Given the reactants [C:1]([NH:4][C:5]1[NH:10][C:9](=[O:11])[C:8]([CH2:12][C:13]2[CH:18]=[CH:17][C:16]([CH2:19][CH3:20])=[CH:15][CH:14]=2)=[CH:7][CH:6]=1)(=[O:3])[CH3:2].[CH3:21][C:22]([O:24][CH2:25][C@H:26]1[O:31][C@H:30](Br)[C@H:29]([O:33][C:34]([CH3:36])=[O:35])[C@@H:28]([O:37][C:38]([CH3:40])=[O:39])[C@@H:27]1[O:41][C:42]([CH3:44])=[O:43])=[O:23], predict the reaction product. The product is: [C:1]([NH:4][C:5]1[N:10]=[C:9]([O:11][C@@H:30]2[O:31][C@H:26]([CH2:25][O:24][C:22](=[O:23])[CH3:21])[C@@H:27]([O:41][C:42](=[O:43])[CH3:44])[C@H:28]([O:37][C:38](=[O:39])[CH3:40])[C@H:29]2[O:33][C:34](=[O:35])[CH3:36])[C:8]([CH2:12][C:13]2[CH:18]=[CH:17][C:16]([CH2:19][CH3:20])=[CH:15][CH:14]=2)=[CH:7][CH:6]=1)(=[O:3])[CH3:2]. (2) Given the reactants [Cl:1][C:2]1[N:10]=[C:9]2[C:5]([N:6]=[C:7]([CH2:12][CH:13]=O)[N:8]2[CH3:11])=[C:4]([N:15]2[CH2:20][CH2:19][O:18][CH2:17][CH2:16]2)[N:3]=1.[CH3:21][C:22]1([CH3:28])[O:27][CH2:26][CH2:25][NH:24][CH2:23]1.C(OC)(OC)OC.C(O)(=O)C.C(O[BH-](OC(=O)C)OC(=O)C)(=O)C.[Na+], predict the reaction product. The product is: [Cl:1][C:2]1[N:10]=[C:9]2[C:5]([N:6]=[C:7]([CH2:12][CH2:13][N:24]3[CH2:25][CH2:26][O:27][C:22]([CH3:28])([CH3:21])[CH2:23]3)[N:8]2[CH3:11])=[C:4]([N:15]2[CH2:20][CH2:19][O:18][CH2:17][CH2:16]2)[N:3]=1. (3) Given the reactants [CH3:1][O:2][C:3]1[C:4]([CH3:25])=[C:5]([C:16]([O:23][CH3:24])=[C:17]([O:21][CH3:22])[C:18]=1[O:19][CH3:20])[CH2:6][C:7]1[CH:8]=[CH:9][C:10]([OH:15])=[C:11]([CH:14]=1)[CH:12]=[O:13].C(=O)([O-])[O-].[Na+].[Na+].[CH2:32](Br)[C:33]1[CH:38]=[CH:37][CH:36]=[CH:35][CH:34]=1, predict the reaction product. The product is: [CH3:1][O:2][C:3]1[C:4]([CH3:25])=[C:5]([C:16]([O:23][CH3:24])=[C:17]([O:21][CH3:22])[C:18]=1[O:19][CH3:20])[CH2:6][C:7]1[CH:8]=[CH:9][C:10]([O:15][CH2:32][C:33]2[CH:38]=[CH:37][CH:36]=[CH:35][CH:34]=2)=[C:11]([CH:14]=1)[CH:12]=[O:13].